From a dataset of Peptide-MHC class I binding affinity with 185,985 pairs from IEDB/IMGT. Regression. Given a peptide amino acid sequence and an MHC pseudo amino acid sequence, predict their binding affinity value. This is MHC class I binding data. The peptide sequence is SLDQTHIKTI. The MHC is HLA-A02:02 with pseudo-sequence HLA-A02:02. The binding affinity (normalized) is 0.329.